This data is from Cav3 T-type calcium channel HTS with 100,875 compounds. The task is: Binary Classification. Given a drug SMILES string, predict its activity (active/inactive) in a high-throughput screening assay against a specified biological target. (1) The compound is Oc1c(NC(=O)CCCC)c(=O)[nH]c2c1cccc2. The result is 0 (inactive). (2) The molecule is Clc1cc(NCc2oc(SCC#N)nn2)ccc1. The result is 0 (inactive).